This data is from Reaction yield outcomes from USPTO patents with 853,638 reactions. The task is: Predict the reaction yield, written as a fraction of the theoretical maximum amount of product (1.0 means a 100% yield; for example, 0.34 means a 34% yield). (1) The reactants are [CH3:1][C:2]1[CH:7]=[C:6]([CH3:8])[N:5]=[C:4]([CH2:9][OH:10])[CH:3]=1.CO. The catalyst is ClCCl.[O-2].[O-2].[Mn+4]. The product is [CH3:1][C:2]1[CH:7]=[C:6]([CH3:8])[N:5]=[C:4]([CH:9]=[O:10])[CH:3]=1. The yield is 0.637. (2) The reactants are [CH3:1][N:2]([CH2:6][CH:7]1[CH2:12][CH2:11][NH:10][CH2:9][CH2:8]1)[C:3](=[O:5])[CH3:4].[F:13][C:14]([F:40])([F:39])[C:15]1[CH:20]=[CH:19][C:18]([C:21]2[C:22]([C:27]([NH:29][C:30]3[CH:31]=[C:32]([C:36](O)=[O:37])[N:33]([CH3:35])[CH:34]=3)=[O:28])=[CH:23][CH:24]=[CH:25][CH:26]=2)=[CH:17][CH:16]=1.CN(C(ON1N=NC2C=CC=CC1=2)=[N+](C)C)C.[B-](F)(F)(F)F.C(N(CC)CC)C. The catalyst is CN(C)C=O. The product is [C:3]([N:2]([CH2:6][CH:7]1[CH2:8][CH2:9][N:10]([C:36]([C:32]2[N:33]([CH3:35])[CH:34]=[C:30]([NH:29][C:27]([C:22]3[C:21]([C:18]4[CH:17]=[CH:16][C:15]([C:14]([F:40])([F:13])[F:39])=[CH:20][CH:19]=4)=[CH:26][CH:25]=[CH:24][CH:23]=3)=[O:28])[CH:31]=2)=[O:37])[CH2:11][CH2:12]1)[CH3:1])(=[O:5])[CH3:4]. The yield is 1.00. (3) The reactants are [NH2:1][C:2]1[CH:7]=[CH:6][C:5]([NH2:8])=[CH:4][CH:3]=1.[CH2:9]([N:11]=[C:12]=[O:13])[CH3:10].C(=O)([O-])[O-].[K+].[K+]. The catalyst is C1COCC1. The product is [CH2:9]([NH:11][C:12]([NH:1][C:2]1[CH:7]=[CH:6][C:5]([NH2:8])=[CH:4][CH:3]=1)=[O:13])[CH3:10]. The yield is 0.620.